Dataset: Full USPTO retrosynthesis dataset with 1.9M reactions from patents (1976-2016). Task: Predict the reactants needed to synthesize the given product. (1) Given the product [NH2:1][C:2]1[S:3][C:4]([C:17]2[CH:22]=[CH:21][CH:20]=[C:19]([F:23])[CH:18]=2)=[C:5]([C:7]([N:9]2[CH2:14][C@H:13]3[C@H:11]([CH2:12]3)[C@H:10]2[CH2:15][NH:16][C:34]([C:24]2[C:33]3[C:28](=[CH:29][CH:30]=[CH:31][CH:32]=3)[CH:27]=[CH:26][N:25]=2)=[O:35])=[O:8])[N:6]=1, predict the reactants needed to synthesize it. The reactants are: [NH2:1][C:2]1[S:3][C:4]([C:17]2[CH:22]=[CH:21][CH:20]=[C:19]([F:23])[CH:18]=2)=[C:5]([C:7]([N:9]2[CH2:14][C@H:13]3[C@H:11]([CH2:12]3)[C@H:10]2[CH2:15][NH2:16])=[O:8])[N:6]=1.[C:24]1([C:34](O)=[O:35])[C:33]2[C:28](=[CH:29][CH:30]=[CH:31][CH:32]=2)[CH:27]=[CH:26][N:25]=1. (2) Given the product [CH3:27][O:28][C:29](=[O:42])[CH2:30][CH2:31][C:32]1[CH:37]=[CH:36][CH:35]=[C:34]([CH2:38][C:39](=[O:40])[NH:25][C:20]2[CH:21]=[CH:22][CH:23]=[CH:24][C:19]=2[S:16](=[O:18])(=[O:17])[NH:15][C:13]([C@@:8]2([NH:7][C:6]([O:5][C:1]([CH3:2])([CH3:3])[CH3:4])=[O:26])[CH2:10][C@H:9]2[CH:11]=[CH2:12])=[O:14])[CH:33]=1, predict the reactants needed to synthesize it. The reactants are: [C:1]([O:5][C:6](=[O:26])[NH:7][C@:8]1([C:13]([NH:15][S:16]([C:19]2[CH:24]=[CH:23][CH:22]=[CH:21][C:20]=2[NH2:25])(=[O:18])=[O:17])=[O:14])[CH2:10][C@H:9]1[CH:11]=[CH2:12])([CH3:4])([CH3:3])[CH3:2].[CH3:27][O:28][C:29](=[O:42])[CH2:30][CH2:31][C:32]1[CH:37]=[CH:36][CH:35]=[C:34]([CH2:38][C:39](O)=[O:40])[CH:33]=1.N1C2C=CC=CC=2N=N1.S(Cl)(Cl)=O.CCN(CC)CC. (3) Given the product [F:1][CH:2]([C:3]1[N:17]=[C:13]([CH2:14][CH2:15][CH3:16])[NH:18][C:5](=[O:7])[CH:4]=1)[CH3:11], predict the reactants needed to synthesize it. The reactants are: [F:1][CH:2]([CH3:11])[C:3](=O)[CH2:4][C:5]([O:7]CC)=O.Cl.[C:13](=[NH:18])([NH2:17])[CH2:14][CH2:15][CH3:16].C[O-].[Na+]. (4) Given the product [CH2:14]([O:16][C:17](=[O:47])[C:18]([CH3:46])([O:35][C:36]1[CH:37]=[CH:38][C:39]([C:42]([F:43])([F:45])[F:44])=[CH:40][CH:41]=1)[CH:19]([C:21]1[CH:26]=[CH:25][CH:24]=[C:23]([O:27][CH2:28][C:29]2[CH:34]=[CH:33][CH:32]=[CH:31][CH:30]=2)[CH:22]=1)[O:20][C:3](=[O:4])[C:2]([F:13])([F:12])[F:1])[CH3:15], predict the reactants needed to synthesize it. The reactants are: [F:1][C:2]([F:13])([F:12])[C:3](O[C:3](=[O:4])[C:2]([F:13])([F:12])[F:1])=[O:4].[CH2:14]([O:16][C:17](=[O:47])[C:18]([CH3:46])([O:35][C:36]1[CH:41]=[CH:40][C:39]([C:42]([F:45])([F:44])[F:43])=[CH:38][CH:37]=1)[CH:19]([C:21]1[CH:26]=[CH:25][CH:24]=[C:23]([O:27][CH2:28][C:29]2[CH:34]=[CH:33][CH:32]=[CH:31][CH:30]=2)[CH:22]=1)[OH:20])[CH3:15].N1C=CC=CC=1. (5) The reactants are: [CH:1]([C:4]1[CH:5]=[C:6]([CH:9]=[CH:10][CH:11]=1)[CH:7]=O)([CH3:3])[CH3:2].[CH3:12][C:13]([S@@:16]([NH2:18])=[O:17])([CH3:15])[CH3:14]. Given the product [CH:1]([C:4]1[CH:5]=[C:6]([CH:9]=[CH:10][CH:11]=1)/[CH:7]=[N:18]/[S@:16]([C:13]([CH3:15])([CH3:14])[CH3:12])=[O:17])([CH3:3])[CH3:2], predict the reactants needed to synthesize it.